From a dataset of Forward reaction prediction with 1.9M reactions from USPTO patents (1976-2016). Predict the product of the given reaction. Given the reactants [C:1]([O:5][C:6](=[O:16])[NH:7][CH2:8][C:9]1[CH:14]=[CH:13][CH:12]=[C:11](Br)[CH:10]=1)([CH3:4])([CH3:3])[CH3:2].[CH3:17][O:18][C:19]1[CH:26]=[CH:25][C:22]([C:23]#[N:24])=[CH:21][C:20]=1B1OC(C)(C)C(C)(C)O1, predict the reaction product. The product is: [C:1]([O:5][C:6](=[O:16])[NH:7][CH2:8][C:9]1[CH:10]=[C:11]([C:20]2[CH:21]=[C:22]([C:23]#[N:24])[CH:25]=[CH:26][C:19]=2[O:18][CH3:17])[CH:12]=[CH:13][CH:14]=1)([CH3:4])([CH3:3])[CH3:2].